From a dataset of Forward reaction prediction with 1.9M reactions from USPTO patents (1976-2016). Predict the product of the given reaction. (1) Given the reactants Cl.CC1(C)[O:7][C@@H:6]2[C@@H:8]([CH2:21][N:22]([CH3:50])[CH2:23][CH:24]3[CH2:27][CH:26]([CH2:28][C:29]4[N:33](COCC[Si](C)(C)C)[C:32]5[CH:42]=[CH:43][C:44]([C:46]([F:49])([F:48])[F:47])=[CH:45][C:31]=5[N:30]=4)[CH2:25]3)[CH2:9][C@@H:10]([N:11]3[C:15]4[N:16]=[CH:17][N:18]=[C:19]([NH2:20])[C:14]=4[CH:13]=[CH:12]3)[C@@H:5]2[O:4]1, predict the reaction product. The product is: [NH2:20][C:19]1[C:14]2[CH:13]=[CH:12][N:11]([C@@H:10]3[CH2:9][C@H:8]([CH2:21][N:22]([CH3:50])[CH2:23][CH:24]4[CH2:27][CH:26]([CH2:28][C:29]5[NH:33][C:32]6[CH:42]=[CH:43][C:44]([C:46]([F:49])([F:48])[F:47])=[CH:45][C:31]=6[N:30]=5)[CH2:25]4)[C@@H:6]([OH:7])[C@H:5]3[OH:4])[C:15]=2[N:16]=[CH:17][N:18]=1. (2) Given the reactants CCC(C)[BH-](C(C)CC)C(C)CC.[Li+].[CH3:15][Si:16]([CH3:25])([CH3:24])[CH:17]1[CH2:22][CH2:21][C:20](=[O:23])[CH2:19][CH2:18]1, predict the reaction product. The product is: [CH3:15][Si:16]([CH3:25])([CH3:24])[C@@H:17]1[CH2:22][CH2:21][C@H:20]([OH:23])[CH2:19][CH2:18]1. (3) Given the reactants [NH2:1][C:2]1[S:3][C:4]2[CH:10]=[C:9]([O:11][S:12]([C:15]3[CH:20]=[CH:19][C:18]([F:21])=[CH:17][CH:16]=3)(=[O:14])=[O:13])[CH:8]=[CH:7][C:5]=2[N:6]=1.[C:22](O)(=[O:25])[CH2:23][CH3:24].CN(C(ON1N=NC2C=CC=CC1=2)=[N+](C)C)C.F[P-](F)(F)(F)(F)F.C(NC(C)C)(C)C, predict the reaction product. The product is: [C:22]([NH:1][C:2]1[S:3][C:4]2[CH:10]=[C:9]([O:11][S:12]([C:15]3[CH:20]=[CH:19][C:18]([F:21])=[CH:17][CH:16]=3)(=[O:13])=[O:14])[CH:8]=[CH:7][C:5]=2[N:6]=1)(=[O:25])[CH2:23][CH3:24]. (4) Given the reactants [Cl:1][C:2]1[CH:7]=[C:6]([CH2:8][CH3:9])[N:5]=[C:4]([C:10]2[CH:15]=[CH:14][CH:13]=[C:12]([Cl:16])[CH:11]=2)[N:3]=1.[CH3:17][N:18]([CH3:28])[CH2:19][CH2:20][C:21]1[CH:27]=[CH:26][C:24]([NH2:25])=[CH:23][CH:22]=1, predict the reaction product. The product is: [ClH:1].[Cl:16][C:12]1[CH:11]=[C:10]([C:4]2[N:3]=[C:2]([NH:25][C:24]3[CH:23]=[CH:22][C:21]([CH2:20][CH2:19][N:18]([CH3:17])[CH3:28])=[CH:27][CH:26]=3)[CH:7]=[C:6]([CH2:8][CH3:9])[N:5]=2)[CH:15]=[CH:14][CH:13]=1. (5) Given the reactants [Cl:1][C:2]1[CH:3]=[CH:4][C:5]([C:11]([F:14])([F:13])[F:12])=[C:6]([CH:10]=1)[C:7](Cl)=[O:8].[CH:15]1([CH2:18][CH2:19][CH2:20][NH:21][C:22]([C:24]2[N:25]=[N:26][C:27]([N:30]3[CH2:35][CH2:34][NH:33][CH2:32][CH2:31]3)=[CH:28][CH:29]=2)=[O:23])[CH2:17][CH2:16]1, predict the reaction product. The product is: [CH:15]1([CH2:18][CH2:19][CH2:20][NH:21][C:22]([C:24]2[N:25]=[N:26][C:27]([N:30]3[CH2:31][CH2:32][N:33]([C:7](=[O:8])[C:6]4[CH:10]=[C:2]([Cl:1])[CH:3]=[CH:4][C:5]=4[C:11]([F:14])([F:13])[F:12])[CH2:34][CH2:35]3)=[CH:28][CH:29]=2)=[O:23])[CH2:17][CH2:16]1. (6) Given the reactants Br[C:2]1[N:3]([CH:12]([CH3:14])[CH3:13])[N:4]=[C:5]2[C:10]=1[C:9]([NH2:11])=[N:8][CH:7]=[N:6]2.CC1(C)C(C)(C)OB([C:23]2[CH:24]=[CH:25][C:26]3[O:30][C:29]([NH2:31])=[N:28][C:27]=3[CH:32]=2)O1.C1C=CC(P(C2C=CC=CC=2)C2C=CC=CC=2)=CC=1.C([O-])([O-])=O.[Na+].[Na+], predict the reaction product. The product is: [NH2:11][C:9]1[C:10]2[C:5](=[N:4][N:3]([CH:12]([CH3:14])[CH3:13])[C:2]=2[C:23]2[CH:24]=[CH:25][C:26]3[O:30][C:29]([NH2:31])=[N:28][C:27]=3[CH:32]=2)[N:6]=[CH:7][N:8]=1. (7) The product is: [CH3:1][C:2]1[CH:7]=[CH:6][C:5]([C:14]2[CH:22]=[C:21]3[C:17]([C:18]([NH:31][C:32](=[O:36])[CH2:33][CH2:34][CH3:35])=[N:19][N:20]3[CH2:23][O:24][CH2:25][CH2:26][Si:27]([CH3:30])([CH3:28])[CH3:29])=[CH:16][CH:15]=2)=[CH:4][CH:3]=1. Given the reactants [CH3:1][C:2]1[CH:7]=[CH:6][C:5](B(O)O)=[CH:4][CH:3]=1.[F-].[Cs+].Cl[C:14]1[CH:22]=[C:21]2[C:17]([C:18]([NH:31][C:32](=[O:36])[CH2:33][CH2:34][CH3:35])=[N:19][N:20]2[CH2:23][O:24][CH2:25][CH2:26][Si:27]([CH3:30])([CH3:29])[CH3:28])=[CH:16][CH:15]=1, predict the reaction product. (8) Given the reactants [CH:1]1([CH:7]=[C:8]([CH:11]([O:14][CH3:15])[O:12][CH3:13])[C:9]#[N:10])[CH2:6][CH2:5][CH2:4][CH2:3][CH2:2]1.[H][H], predict the reaction product. The product is: [CH3:13][O:12][CH:11]([O:14][CH3:15])[CH:8]([C:9]#[N:10])[CH2:7][CH:1]1[CH2:6][CH2:5][CH2:4][CH2:3][CH2:2]1. (9) Given the reactants [Cl:1][C:2]1[S:6][C:5]([C:7]([NH:9][CH2:10][CH:11]2[C:19]3[C:14](=[CH:15][C:16]([C:20]([OH:22])=O)=[CH:17][CH:18]=3)[NH:13][CH2:12]2)=[O:8])=[CH:4][CH:3]=1.C[CH2:24][N:25]=[C:26]=NCCCN(C)C.C1C=CC2N(O)N=NC=2C=1.CCN(C(C)C)C(C)C, predict the reaction product. The product is: [CH3:24][N:25]([CH3:26])[C:20]([C:16]1[CH:15]=[C:14]2[C:19]([CH:11]([CH2:10][NH:9][C:7]([C:5]3[S:6][C:2]([Cl:1])=[CH:3][CH:4]=3)=[O:8])[CH2:12][NH:13]2)=[CH:18][CH:17]=1)=[O:22]. (10) Given the reactants [CH2:1]([Li])[CH2:2][CH2:3][CH3:4].[S:6]1[C:15]2[C:10](=[CH:11][CH:12]=[CH:13][CH:14]=2)C(=O)CC1, predict the reaction product. The product is: [CH2:4]=[C:3]1[C:10]2[C:15](=[CH:14][CH:13]=[CH:12][CH:11]=2)[S:6][CH2:1][CH2:2]1.